This data is from Full USPTO retrosynthesis dataset with 1.9M reactions from patents (1976-2016). The task is: Predict the reactants needed to synthesize the given product. (1) Given the product [NH2:1][C:2]1[N:3]=[C:4]([NH:18][CH:19]2[CH2:24][CH2:23][N:22]([C:25](=[O:27])[CH3:26])[CH2:21][CH2:20]2)[S:5][C:6]=1[C:7](=[O:8])[C:9]1[CH:14]=[CH:13][C:12]([O:15][CH3:16])=[C:11]([F:17])[CH:10]=1, predict the reactants needed to synthesize it. The reactants are: [NH2:1][C:2]1[N:3]=[C:4]([NH:18][CH:19]2[CH2:24][CH2:23][NH:22][CH2:21][CH2:20]2)[S:5][C:6]=1[C:7]([C:9]1[CH:14]=[CH:13][C:12]([O:15][CH3:16])=[C:11]([F:17])[CH:10]=1)=[O:8].[C:25](Cl)(=[O:27])[CH3:26]. (2) Given the product [CH3:22][O:23][CH2:24][CH2:25][N:12]1[CH:13]=[C:9]([B:4]2[O:5][C:6]([CH3:7])([CH3:8])[C:2]([CH3:14])([CH3:1])[O:3]2)[CH:10]=[N:11]1, predict the reactants needed to synthesize it. The reactants are: [CH3:1][C:2]1([CH3:14])[C:6]([CH3:8])([CH3:7])[O:5][B:4]([C:9]2[CH:10]=[N:11][NH:12][CH:13]=2)[O:3]1.C(=O)([O-])[O-].[Cs+].[Cs+].Cl[CH2:22][O:23][CH2:24][CH2:25]OC. (3) Given the product [C:12]([O:16][C:17]([N:8]1[C:9]2[C:5](=[CH:4][C:3]([CH:1]=[O:2])=[CH:11][CH:10]=2)[CH:6]=[CH:7]1)=[O:18])([CH3:15])([CH3:14])[CH3:13], predict the reactants needed to synthesize it. The reactants are: [CH:1]([C:3]1[CH:4]=[C:5]2[C:9](=[CH:10][CH:11]=1)[NH:8][CH:7]=[CH:6]2)=[O:2].[C:12]([O:16][C:17](=O)[O:18]C(C)(C)C)([CH3:15])([CH3:14])[CH3:13]. (4) Given the product [ClH:1].[Cl:1][C:2]1[CH:7]=[CH:6][CH:5]=[CH:4][C:3]=1[N:8]1[CH:12]([C:13]2[CH:14]=[N:15][C:16]([N:19]3[CH2:24][CH2:23][NH:22][CH2:21][CH2:20]3)=[CH:17][CH:18]=2)[CH2:11][C:10]([C:32]([C:34]([F:36])([F:35])[F:37])([C:38]([F:41])([F:40])[F:39])[OH:33])=[N:9]1, predict the reactants needed to synthesize it. The reactants are: [Cl:1][C:2]1[CH:7]=[CH:6][CH:5]=[CH:4][C:3]=1[N:8]1[CH:12]([C:13]2[CH:14]=[N:15][C:16]([N:19]3[CH2:24][CH2:23][N:22](C(OC(C)(C)C)=O)[CH2:21][CH2:20]3)=[CH:17][CH:18]=2)[CH2:11][C:10]([C:32]([C:38]([F:41])([F:40])[F:39])([C:34]([F:37])([F:36])[F:35])[OH:33])=[N:9]1.Cl. (5) The reactants are: [CH2:1]([O:3][C:4]([C:6]1[N:11]=[C:10](Br)[C:9]2[N:13]=[C:14]([C:16]([CH3:19])([CH3:18])[CH3:17])[S:15][C:8]=2[C:7]=1[OH:20])=[O:5])[CH3:2].C([Sn](CCCC)(CCCC)[C:26]1[CH:31]=[CH:30][CH:29]=[CH:28][CH:27]=1)CCC. Given the product [CH2:1]([O:3][C:4]([C:6]1[N:11]=[C:10]([C:26]2[CH:31]=[CH:30][CH:29]=[CH:28][CH:27]=2)[C:9]2[N:13]=[C:14]([C:16]([CH3:19])([CH3:18])[CH3:17])[S:15][C:8]=2[C:7]=1[OH:20])=[O:5])[CH3:2], predict the reactants needed to synthesize it. (6) The reactants are: O=C1CCC(=O)N1[O:8][C:9](=O)[CH2:10][C:11]#[N:12].[CH3:14][N:15]([C@@H:33]1[CH2:38][CH2:37][CH2:36][NH:35][CH2:34]1)[C:16]1[CH:21]=[CH:20][N:19]=[C:18]([C:22]2[N:26]3[CH:27]=[C:28]([C:31]#[N:32])[CH:29]=[CH:30][C:25]3=[N:24][CH:23]=2)[N:17]=1. Given the product [C:11]([CH2:10][C:9]([N:35]1[CH2:36][CH2:37][CH2:38][C@@H:33]([N:15]([CH3:14])[C:16]2[CH:21]=[CH:20][N:19]=[C:18]([C:22]3[N:26]4[CH:27]=[C:28]([C:31]#[N:32])[CH:29]=[CH:30][C:25]4=[N:24][CH:23]=3)[N:17]=2)[CH2:34]1)=[O:8])#[N:12], predict the reactants needed to synthesize it. (7) Given the product [Br:3][C:4]1[CH:12]=[CH:11][C:7]([C:8]([O:10][CH3:1])=[O:9])=[C:6]([Cl:13])[CH:5]=1, predict the reactants needed to synthesize it. The reactants are: [CH3:1]O.[Br:3][C:4]1[CH:12]=[CH:11][C:7]([C:8]([OH:10])=[O:9])=[C:6]([Cl:13])[CH:5]=1.Cl. (8) The reactants are: C(OC(=O)[NH:7][C@H:8]1[CH2:12][CH2:11][C@H:10]([N:13]2[C:17]3[CH:18]=[CH:19][C:20]([CH3:22])=[CH:21][C:16]=3[N:15]=[C:14]2[CH3:23])[CH2:9]1)(C)(C)C.CO.[ClH:27]. Given the product [ClH:27].[CH3:23][C:14]1[N:13]([C@H:10]2[CH2:11][CH2:12][C@H:8]([NH2:7])[CH2:9]2)[C:17]2[CH:18]=[CH:19][C:20]([CH3:22])=[CH:21][C:16]=2[N:15]=1, predict the reactants needed to synthesize it. (9) Given the product [CH2:20]([N:27]1[CH:31]=[C:30]([CH2:32][C:16]#[N:17])[C:29]([O:34][CH2:35][C:36]2[CH:41]=[CH:40][CH:39]=[CH:38][CH:37]=2)=[N:28]1)[C:21]1[CH:26]=[CH:25][CH:24]=[CH:23][CH:22]=1, predict the reactants needed to synthesize it. The reactants are: C(O[K])(C)(C)C.C1(C)C=CC(S([CH2:16][N+:17]#[C-])(=O)=O)=CC=1.[CH2:20]([N:27]1[CH:31]=[C:30]([CH:32]=O)[C:29]([O:34][CH2:35][C:36]2[CH:41]=[CH:40][CH:39]=[CH:38][CH:37]=2)=[N:28]1)[C:21]1[CH:26]=[CH:25][CH:24]=[CH:23][CH:22]=1.[Cl-].[NH4+].